This data is from Forward reaction prediction with 1.9M reactions from USPTO patents (1976-2016). The task is: Predict the product of the given reaction. (1) Given the reactants [F:1][C:2]([F:7])([F:6])[C:3]([OH:5])=[O:4].[Cl:8][C:9]1[CH:32]=[CH:31][C:12]([C:13]([N:15]2[CH2:21][C:20]3[CH:22]=[CH:23][CH:24]=[CH:25][C:19]=3[N:18]([CH2:26][C:27]([OH:29])=O)[C:17](=[O:30])[CH2:16]2)=[O:14])=[CH:11][CH:10]=1.[NH2:33][C:34]1[CH:39]=[CH:38][N:37]=[CH:36][CH:35]=1.C(N(CC)CC)C, predict the reaction product. The product is: [F:1][C:2]([F:7])([F:6])[C:3]([OH:5])=[O:4].[Cl:8][C:9]1[CH:10]=[CH:11][C:12]([C:13]([N:15]2[CH2:21][C:20]3[CH:22]=[CH:23][CH:24]=[CH:25][C:19]=3[N:18]([CH2:26][C:27]([NH:33][C:34]3[CH:39]=[CH:38][N:37]=[CH:36][CH:35]=3)=[O:29])[C:17](=[O:30])[CH2:16]2)=[O:14])=[CH:31][CH:32]=1. (2) Given the reactants O.[OH:2][C:3]1[C:12]2[N:11]=[CH:10][CH:9]=[CH:8][C:7]=2[C:6]([S:13]([OH:16])(=O)=[O:14])=[CH:5][CH:4]=1.S(Cl)([Cl:19])=O, predict the reaction product. The product is: [OH:2][C:3]1[C:12]2[N:11]=[CH:10][CH:9]=[CH:8][C:7]=2[C:6]([S:13]([Cl:19])(=[O:16])=[O:14])=[CH:5][CH:4]=1. (3) Given the reactants [C:1]([NH:4][NH:5][C:6]1[CH:11]=[CH:10][C:9]([Cl:12])=[CH:8][C:7]=1[Cl:13])(=O)[CH3:2].P(Cl)(Cl)([Cl:16])=O, predict the reaction product. The product is: [Cl:13][C:7]1[CH:8]=[C:9]([Cl:12])[CH:10]=[CH:11][C:6]=1[NH:5][N:4]=[C:1]([Cl:16])[CH3:2]. (4) Given the reactants [CH2:1]([O:5][C:6]1[C:18]([F:19])=[C:17]2[C:9]([C:10]3[CH:11]=[CH:12][C:13](B(O)O)=[C:14]([F:20])[C:15]=3[CH2:16]2)=[CH:8][CH:7]=1)[CH2:2][CH2:3][CH3:4].C(O)C.C(=O)([O-])[O-].[Na+].[Na+].[CH2:33]([C:38]1[CH:43]=[CH:42][C:41](Br)=[CH:40][CH:39]=1)[CH2:34][CH2:35][CH2:36][CH3:37], predict the reaction product. The product is: [CH2:1]([O:5][C:6]1[CH:7]=[CH:8][C:9]2[C:10]3[C:15](=[C:14]([F:20])[C:13]([C:41]4[CH:40]=[CH:39][C:38]([CH2:33][CH2:34][CH2:35][CH2:36][CH3:37])=[CH:43][CH:42]=4)=[CH:12][CH:11]=3)[CH2:16][C:17]=2[C:18]=1[F:19])[CH2:2][CH2:3][CH3:4]. (5) Given the reactants [CH2:1]([O:8][C:9]1[CH:14]=[CH:13][C:12]([CH2:15][C:16]([NH:18][NH2:19])=[O:17])=[CH:11][CH:10]=1)[C:2]1[CH:7]=[CH:6][CH:5]=[CH:4][CH:3]=1.[NH2:20][C:21]1[N:29]=[C:28]([NH2:30])[CH:27]=[CH:26][C:22]=1[C:23](O)=[O:24].C1C=CC2N(O)N=NC=2C=1.CCN=C=NCCCN(C)C, predict the reaction product. The product is: [CH2:1]([O:8][C:9]1[CH:14]=[CH:13][C:12]([CH2:15][C:16]([NH:18][NH:19][C:23](=[O:24])[C:22]2[CH:26]=[CH:27][C:28]([NH2:30])=[N:29][C:21]=2[NH2:20])=[O:17])=[CH:11][CH:10]=1)[C:2]1[CH:7]=[CH:6][CH:5]=[CH:4][CH:3]=1. (6) Given the reactants Cl[C:2]1[C:11]2=[N:12][N:13](CC3C=CC(OC)=CC=3)[CH:14]=[C:10]2[C:9]2[CH:8]=[C:7]([O:24][CH3:25])[CH:6]=[CH:5][C:4]=2[N:3]=1.[NH2:26][C:27]1[CH:28]=[C:29]([S:33]([CH2:36][CH2:37][OH:38])(=[O:35])=[O:34])[CH:30]=[CH:31][CH:32]=1.Cl, predict the reaction product. The product is: [CH3:25][O:24][C:7]1[CH:6]=[CH:5][C:4]2[N:3]=[C:2]([NH:26][C:27]3[CH:28]=[C:29]([S:33]([CH2:36][CH2:37][OH:38])(=[O:35])=[O:34])[CH:30]=[CH:31][CH:32]=3)[C:11]3=[N:12][NH:13][CH:14]=[C:10]3[C:9]=2[CH:8]=1. (7) Given the reactants [Br:1][C:2]1[CH:7]=[CH:6][C:5]([CH:8]2[CH2:16][C:15](=O)[CH2:14][CH:13]3[N:9]2[CH2:10][CH2:11][CH2:12]3)=[CH:4][CH:3]=1.NN.[OH-].[K+], predict the reaction product. The product is: [Br:1][C:2]1[CH:3]=[CH:4][C:5]([CH:8]2[CH2:16][CH2:15][CH2:14][CH:13]3[N:9]2[CH2:10][CH2:11][CH2:12]3)=[CH:6][CH:7]=1.